This data is from Catalyst prediction with 721,799 reactions and 888 catalyst types from USPTO. The task is: Predict which catalyst facilitates the given reaction. (1) Reactant: [CH3:1][O:2][C:3]1[CH:4]=[CH:5][C:6]([C:16](=[O:23])[CH:17]([CH3:22])[C:18]([O:20][CH3:21])=[O:19])=[C:7]2[C:12]=1[N:11]=[C:10]([CH:13]([CH3:15])[CH3:14])[CH:9]=[CH:8]2.[H-].[Na+].I[CH3:27].[Cl-].[NH4+]. Product: [CH3:1][O:2][C:3]1[CH:4]=[CH:5][C:6]([C:16](=[O:23])[C:17]([CH3:27])([CH3:22])[C:18]([O:20][CH3:21])=[O:19])=[C:7]2[C:12]=1[N:11]=[C:10]([CH:13]([CH3:14])[CH3:15])[CH:9]=[CH:8]2. The catalyst class is: 3. (2) Reactant: [CH2:1]([CH:3]([CH2:13][CH3:14])[CH2:4][CH:5]=[CH:6][N:7]1[CH2:12][CH2:11][CH2:10][CH2:9][CH2:8]1)[CH3:2].[C:15]([O:19][CH2:20][CH3:21])(=[O:18])[CH:16]=[CH2:17].C1(C=CC(O)=CC=1)O. Product: [CH2:13]([CH:3]([CH2:1][CH3:2])[CH2:4][CH:5]1[CH2:17][CH:16]([C:15]([O:19][CH2:20][CH3:21])=[O:18])[CH:6]1[N:7]1[CH2:12][CH2:11][CH2:10][CH2:9][CH2:8]1)[CH3:14]. The catalyst class is: 10. (3) Reactant: [CH3:1][C:2]([OH:11])([CH2:5][CH2:6][CH2:7][CH:8]([CH3:10])[CH3:9])[CH:3]=[CH2:4].[CH2:12](Br)[CH:13]=[CH2:14].[H-].[Na+]. Product: [CH2:14]([O:11][C:2]([CH3:1])([CH2:5][CH2:6][CH2:7][CH:8]([CH3:9])[CH3:10])[CH:3]=[CH2:4])[CH:13]=[CH2:12]. The catalyst class is: 3.